From a dataset of Forward reaction prediction with 1.9M reactions from USPTO patents (1976-2016). Predict the product of the given reaction. (1) The product is: [Br:1][C:2]1[CH:10]=[C:6]([C:7]([O:9][C:15]([CH3:18])([CH3:17])[CH3:16])=[O:8])[CH:5]=[N:4][C:3]=1[Cl:11]. Given the reactants [Br:1][C:2]1[C:3]([Cl:11])=[N:4][CH:5]=[C:6]([CH:10]=1)[C:7]([OH:9])=[O:8].C(OC(O[C:15]([CH3:18])([CH3:17])[CH3:16])=O)(O[C:15]([CH3:18])([CH3:17])[CH3:16])=O, predict the reaction product. (2) Given the reactants [F:1][C:2]([F:11])([F:10])[C:3]1[CH:9]=[CH:8][C:6]([NH2:7])=[CH:5][CH:4]=1.[CH:12](=O)[CH2:13][CH3:14].[NH:16]1[C:20]2[CH:21]=[CH:22][CH:23]=[CH:24][C:19]=2[N:18]=[N:17]1.C1(C)C=CC=CC=1, predict the reaction product. The product is: [N:16]1([CH:12]([NH:7][C:6]2[CH:8]=[CH:9][C:3]([C:2]([F:10])([F:11])[F:1])=[CH:4][CH:5]=2)[CH2:13][CH3:14])[C:20]2[CH:21]=[CH:22][CH:23]=[CH:24][C:19]=2[N:18]=[N:17]1. (3) Given the reactants [OH:1][NH:2][C:3](=[NH:7])[CH2:4][CH2:5][CH3:6].[C:8]([N:10]1[CH2:15][CH2:14][C:13]2([CH2:18][C:17]3([O:36][C:21]4=[CH:22][N:23]=[C:24]([C:26]5[CH2:27][CH2:28][N:29]([S:32]([CH3:35])(=[O:34])=[O:33])[CH2:30][CH:31]=5)[CH:25]=[C:20]4[CH2:19]3)[CH2:16]2)[CH2:12][CH2:11]1)#N, predict the reaction product. The product is: [CH3:35][S:32]([N:29]1[CH2:28][CH:27]=[C:26]([C:24]2[CH:25]=[C:20]3[CH2:19][C:17]4([CH2:16][C:13]5([CH2:12][CH2:11][N:10]([C:8]6[O:1][N:2]=[C:3]([CH2:4][CH2:5][CH3:6])[N:7]=6)[CH2:15][CH2:14]5)[CH2:18]4)[O:36][C:21]3=[CH:22][N:23]=2)[CH2:31][CH2:30]1)(=[O:33])=[O:34]. (4) Given the reactants [NH2:1][C@H:2]1[CH2:7][C@@H:6]([C:8]([N:10]2[CH2:15][CH2:14][O:13][CH2:12][CH2:11]2)=[O:9])[CH2:5][N:4]([C:16]([O:18][C:19]([CH3:22])([CH3:21])[CH3:20])=[O:17])[CH2:3]1.C(N(CC)CC)C.[N+:30]([C:33]1[CH:38]=[CH:37][CH:36]=[CH:35][C:34]=1[S:39](Cl)(=[O:41])=[O:40])([O-:32])=[O:31].O, predict the reaction product. The product is: [N:10]1([C:8]([C@@H:6]2[CH2:7][C@H:2]([NH:1][S:39]([C:34]3[CH:35]=[CH:36][CH:37]=[CH:38][C:33]=3[N+:30]([O-:32])=[O:31])(=[O:40])=[O:41])[CH2:3][N:4]([C:16]([O:18][C:19]([CH3:22])([CH3:21])[CH3:20])=[O:17])[CH2:5]2)=[O:9])[CH2:15][CH2:14][O:13][CH2:12][CH2:11]1. (5) The product is: [Cl:1][C:2]1[N:3]=[C:4]([O:21][C:17]2[CH:18]=[CH:19][CH:20]=[C:15]([N+:12]([O-:14])=[O:13])[CH:16]=2)[C:5]2[O:10][CH:9]=[CH:8][C:6]=2[N:7]=1. Given the reactants [Cl:1][C:2]1[N:3]=[C:4](Cl)[C:5]2[O:10][CH:9]=[CH:8][C:6]=2[N:7]=1.[N+:12]([C:15]1[CH:16]=[C:17]([OH:21])[CH:18]=[CH:19][CH:20]=1)([O-:14])=[O:13].C(N(C(C)C)CC)(C)C, predict the reaction product.